Dataset: Forward reaction prediction with 1.9M reactions from USPTO patents (1976-2016). Task: Predict the product of the given reaction. (1) Given the reactants C1C=CC2N(O)N=NC=2C=1.CCN(C(C)C)C(C)C.[F:20][C:21]1[CH:22]=[C:23]([CH:27]=[CH:28][CH:29]=1)[C:24]([OH:26])=O.CCN=C=NCCCN(C)C.Cl.Cl.[C:43]1([C:61]2[CH:66]=[CH:65][CH:64]=[CH:63][CH:62]=2)[CH:48]=[CH:47][C:46]([NH:49][C:50](=[O:60])[CH2:51][C:52](=[O:59])[N:53]2[CH2:58][CH2:57][NH:56][CH2:55][CH2:54]2)=[CH:45][CH:44]=1, predict the reaction product. The product is: [C:43]1([C:61]2[CH:66]=[CH:65][CH:64]=[CH:63][CH:62]=2)[CH:44]=[CH:45][C:46]([NH:49][C:50](=[O:60])[CH2:51][C:52]([N:53]2[CH2:54][CH2:55][N:56]([C:24](=[O:26])[C:23]3[CH:27]=[CH:28][CH:29]=[C:21]([F:20])[CH:22]=3)[CH2:57][CH2:58]2)=[O:59])=[CH:47][CH:48]=1. (2) Given the reactants [F:1][C:2]1[CH:3]=[C:4]([S:8]([C:11]2[CH:16]=[CH:15][C:14]([N:17]3[CH2:23][CH2:22][CH2:21][N:20]([C:24]([O:26][C:27]([CH3:30])([CH3:29])[CH3:28])=[O:25])[CH2:19][CH2:18]3)=[CH:13][C:12]=2[N+:31]([O-])=O)(=[O:10])=[O:9])[CH:5]=[CH:6][CH:7]=1.CO.[H][H], predict the reaction product. The product is: [NH2:31][C:12]1[CH:13]=[C:14]([N:17]2[CH2:23][CH2:22][CH2:21][N:20]([C:24]([O:26][C:27]([CH3:30])([CH3:29])[CH3:28])=[O:25])[CH2:19][CH2:18]2)[CH:15]=[CH:16][C:11]=1[S:8]([C:4]1[CH:5]=[CH:6][CH:7]=[C:2]([F:1])[CH:3]=1)(=[O:9])=[O:10].